This data is from Catalyst prediction with 721,799 reactions and 888 catalyst types from USPTO. The task is: Predict which catalyst facilitates the given reaction. (1) Reactant: Cl[C:2]1[C:7]([C:8]#[N:9])=[C:6]([C:10]2[CH:15]=[CH:14][C:13]([O:16][CH2:17][CH2:18][OH:19])=[CH:12][CH:11]=2)[C:5]([C:20]#[N:21])=[C:4]([S:22][CH2:23][C:24]2[N:25]=[C:26]([C:29]3[CH:34]=[CH:33][C:32]([Cl:35])=[CH:31][CH:30]=3)[S:27][CH:28]=2)[N:3]=1.[NH:36]1[CH2:40][CH2:39][CH2:38][CH2:37]1.O. Product: [Cl:35][C:32]1[CH:31]=[CH:30][C:29]([C:26]2[S:27][CH:28]=[C:24]([CH2:23][S:22][C:4]3[C:5]([C:20]#[N:21])=[C:6]([C:10]4[CH:15]=[CH:14][C:13]([O:16][CH2:17][CH2:18][OH:19])=[CH:12][CH:11]=4)[C:7]([C:8]#[N:9])=[C:2]([N:36]4[CH2:40][CH2:39][CH2:38][CH2:37]4)[N:3]=3)[N:25]=2)=[CH:34][CH:33]=1. The catalyst class is: 1. (2) Reactant: [I:1][C:2]1[CH:18]=[CH:17][CH:16]=[CH:15][C:3]=1[CH2:4][CH2:5][NH:6][C:7](=O)[CH:8]([CH3:13])[C:9]([O:11][CH3:12])=[O:10].C(Cl)(=O)C(Cl)=O.Cl.CO.OS(O)(=O)=O.N. Product: [I:1][C:2]1[CH:18]=[CH:17][CH:16]=[C:15]2[C:3]=1[CH2:4][CH2:5][N:6]=[C:7]2[CH:8]([CH3:13])[C:9]([O:11][CH3:12])=[O:10]. The catalyst class is: 34. (3) Reactant: [CH3:1][O:2][C:3]1[CH:14]=[CH:13][C:6](/[CH:7]=[N:8]/[CH:9]([CH3:12])[CH2:10][OH:11])=[CH:5][CH:4]=1.[BH4-].[Na+]. Product: [CH3:1][O:2][C:3]1[CH:14]=[CH:13][C:6]([CH2:7][NH:8][CH:9]([CH3:12])[CH2:10][OH:11])=[CH:5][CH:4]=1. The catalyst class is: 5. (4) Reactant: [CH3:1][Mg]Br.[CH2:4]([O:6][P:7]([N:12]1[CH:18]2[CH:13]1[CH2:14][CH2:15][N:16]([C:19]([O:21][CH2:22][C:23]1[CH:28]=[CH:27][CH:26]=[CH:25][CH:24]=1)=[O:20])[CH2:17]2)([O:9][CH2:10][CH3:11])=[O:8])[CH3:5]. The catalyst class is: 356. Product: [CH2:4]([O:6][P:7]([NH:12][CH:18]1[CH:13]([CH3:1])[CH2:14][CH2:15][N:16]([C:19]([O:21][CH2:22][C:23]2[CH:28]=[CH:27][CH:26]=[CH:25][CH:24]=2)=[O:20])[CH2:17]1)([O:9][CH2:10][CH3:11])=[O:8])[CH3:5]. (5) Reactant: [CH3:1][C:2]1[C:11]([NH:12][C@H:13]2[CH2:17][CH2:16][NH:15][CH2:14]2)=[N:10][C:9]2[C:4](=[CH:5][CH:6]=[CH:7][C:8]=2[C:18]2[NH:26][C:25]3[CH2:24][CH2:23][NH:22][C:21](=[O:27])[C:20]=3[CH:19]=2)[N:3]=1.[CH3:28][C:29](OC(C)=O)=[O:30]. Product: [C:29]([N:15]1[CH2:16][CH2:17][C@H:13]([NH:12][C:11]2[C:2]([CH3:1])=[N:3][C:4]3[C:9]([N:10]=2)=[C:8]([C:18]2[NH:26][C:25]4[CH2:24][CH2:23][NH:22][C:21](=[O:27])[C:20]=4[CH:19]=2)[CH:7]=[CH:6][CH:5]=3)[CH2:14]1)(=[O:30])[CH3:28]. The catalyst class is: 2. (6) Reactant: [CH3:1][O:2][C:3](=[O:31])[CH:4]([C:6]1[CH:11]=[CH:10][C:9]([CH:12]=[CH:13][C:14](=[O:30])[NH:15][C:16]2[CH:21]=[CH:20][CH:19]=[CH:18][C:17]=2[NH:22][C:23]([O:25][C:26]([CH3:29])([CH3:28])[CH3:27])=[O:24])=[CH:8][CH:7]=1)[OH:5].C(N(CC)CC)C.[CH3:39][S:40](Cl)(=[O:42])=[O:41]. Product: [CH3:1][O:2][C:3](=[O:31])[CH:4]([C:6]1[CH:11]=[CH:10][C:9](/[CH:12]=[CH:13]/[C:14](=[O:30])[NH:15][C:16]2[CH:21]=[CH:20][CH:19]=[CH:18][C:17]=2[NH:22][C:23]([O:25][C:26]([CH3:28])([CH3:27])[CH3:29])=[O:24])=[CH:8][CH:7]=1)[O:5][S:40]([CH3:39])(=[O:42])=[O:41]. The catalyst class is: 2.